From a dataset of Forward reaction prediction with 1.9M reactions from USPTO patents (1976-2016). Predict the product of the given reaction. Given the reactants [Br:1][C:2]1[CH:3]=[CH:4][C:5]([Cl:11])=[C:6]([CH:10]=1)[C:7](O)=[O:8], predict the reaction product. The product is: [Br:1][C:2]1[CH:3]=[CH:4][C:5]([Cl:11])=[C:6]([CH:10]=1)[CH2:7][OH:8].